Dataset: Peptide-MHC class II binding affinity with 134,281 pairs from IEDB. Task: Regression. Given a peptide amino acid sequence and an MHC pseudo amino acid sequence, predict their binding affinity value. This is MHC class II binding data. (1) The peptide sequence is ASYASPSLQTLIAVS. The MHC is HLA-DPA10301-DPB10402 with pseudo-sequence HLA-DPA10301-DPB10402. The binding affinity (normalized) is 0.565. (2) The binding affinity (normalized) is 0.863. The MHC is DRB1_0101 with pseudo-sequence DRB1_0101. The peptide sequence is VATLQAENVTGLFKD. (3) The peptide sequence is MAKTIAYDEEARRGLERGLN. The MHC is DRB1_0301 with pseudo-sequence DRB1_0301. The binding affinity (normalized) is 0.622.